The task is: Predict which catalyst facilitates the given reaction.. This data is from Catalyst prediction with 721,799 reactions and 888 catalyst types from USPTO. Reactant: Cl.C(OC(=O)[NH:8][C:9]1[C:10]([NH:20][C:21]2[CH:26]=[CH:25][C:24]([Br:27])=[CH:23][C:22]=2[F:28])=[C:11]([F:19])[C:12](=[O:18])[N:13]2[C:17]=1[CH2:16][CH2:15][CH2:14]2)(C)(C)C. Product: [NH2:8][C:9]1[C:10]([NH:20][C:21]2[CH:26]=[CH:25][C:24]([Br:27])=[CH:23][C:22]=2[F:28])=[C:11]([F:19])[C:12](=[O:18])[N:13]2[C:17]=1[CH2:16][CH2:15][CH2:14]2. The catalyst class is: 1.